This data is from Forward reaction prediction with 1.9M reactions from USPTO patents (1976-2016). The task is: Predict the product of the given reaction. Given the reactants [CH2:1]([O:3][C:4]([CH:6]1[CH:8]2[CH2:9][C:10]3[CH:11]=[C:12]([NH2:16])[N:13]=[CH:14][C:15]=3[CH:7]12)=[O:5])[CH3:2].C(N(CC)CC)C.[F:24][C:25]1[CH:32]=[CH:31][C:30]([C:33]2[C:34]([CH3:47])=[N:35][C:36]([O:39][CH2:40][CH2:41][CH2:42][S:43]([CH3:46])(=[O:45])=[O:44])=[CH:37][CH:38]=2)=[CH:29][C:26]=1[CH:27]=O, predict the reaction product. The product is: [F:24][C:25]1[CH:32]=[CH:31][C:30]([C:33]2[C:34]([CH3:47])=[N:35][C:36]([O:39][CH2:40][CH2:41][CH2:42][S:43]([CH3:46])(=[O:45])=[O:44])=[CH:37][CH:38]=2)=[CH:29][C:26]=1[CH2:27][NH:16][C:12]1[N:13]=[CH:14][C:15]2[CH:7]3[CH:6]([C:4]([O:3][CH2:1][CH3:2])=[O:5])[CH:8]3[CH2:9][C:10]=2[CH:11]=1.